This data is from Forward reaction prediction with 1.9M reactions from USPTO patents (1976-2016). The task is: Predict the product of the given reaction. (1) The product is: [O:4]1[CH2:5][CH:6]([C:8]2[C:16]3[S:15][C:14]([NH:17][C:21]([N:37]4[CH2:38][CH2:39][C:34]5([O:33][CH2:32][CH2:31][O:30]5)[CH2:35][CH2:36]4)=[O:22])=[N:13][C:12]=3[C:11]([O:18][CH3:19])=[CH:10][CH:9]=2)[CH2:7][O:1][CH2:2][CH2:3]1. Given the reactants [O:1]1[CH2:7][CH:6]([C:8]2[C:16]3[S:15][C:14]([NH2:17])=[N:13][C:12]=3[C:11]([O:18][CH3:19])=[CH:10][CH:9]=2)[CH2:5][O:4][CH2:3][CH2:2]1.Cl[C:21](OC1C=CC=CC=1)=[O:22].[O:30]1[C:34]2([CH2:39][CH2:38][NH:37][CH2:36][CH2:35]2)[O:33][CH2:32][CH2:31]1, predict the reaction product. (2) The product is: [CH2:1]([CH:5]1[N:10]([C:26](=[O:27])[C:25]#[C:24][C:21]2[CH:22]=[CH:23][C:18]([O:17][CH3:16])=[CH:19][CH:20]=2)[CH2:9][CH:8]([CH2:11][CH:12]([CH3:14])[CH3:13])[NH:7][C:6]1=[O:15])[CH:2]([CH3:4])[CH3:3]. Given the reactants [CH2:1]([C@@H:5]1[NH:10][CH2:9][C@H:8]([CH2:11][CH:12]([CH3:14])[CH3:13])[NH:7][C:6]1=[O:15])[CH:2]([CH3:4])[CH3:3].[CH3:16][O:17][C:18]1[CH:23]=[CH:22][C:21]([C:24]#[C:25][C:26](O)=[O:27])=[CH:20][CH:19]=1.C(C1N(C(=O)C#CC2C=CC=CC=2)CC(CC(C)C)NC1=O)C(C)C, predict the reaction product. (3) Given the reactants N1C=CN=C1.[C:6]([Si:10](Cl)([CH3:12])[CH3:11])([CH3:9])([CH3:8])[CH3:7].[OH:14][C:15]1[CH:24]=[CH:23][C:18]2[S:19][C:20](=[O:22])[O:21][C:17]=2[CH:16]=1.O, predict the reaction product. The product is: [Si:10]([O:14][C:15]1[CH:24]=[CH:23][C:18]2[S:19][C:20](=[O:22])[O:21][C:17]=2[CH:16]=1)([C:6]([CH3:9])([CH3:8])[CH3:7])([CH3:12])[CH3:11]. (4) Given the reactants [OH:1][CH:2]1[CH2:7][CH2:6]/[C:5](=[N:8]\O)/[CH2:4][C:3]1([CH3:11])[CH3:10].C(Cl)Cl, predict the reaction product. The product is: [NH2:8][CH:5]1[CH2:6][CH2:7][CH:2]([OH:1])[C:3]([CH3:11])([CH3:10])[CH2:4]1. (5) Given the reactants [N:1]1[CH:2]=[CH:3][N:4]2[CH:9]=[CH:8][CH:7]=[C:6]([C:10](Cl)=[O:11])[C:5]=12.[N:13]1([C:19]([O:21][C:22]([CH3:25])([CH3:24])[CH3:23])=[O:20])[CH2:18][CH2:17][NH:16][CH2:15][CH2:14]1.C(N(CC)CC)C, predict the reaction product. The product is: [N:1]1[CH:2]=[CH:3][N:4]2[CH:9]=[CH:8][CH:7]=[C:6]([C:10]([N:16]3[CH2:15][CH2:14][N:13]([C:19]([O:21][C:22]([CH3:25])([CH3:24])[CH3:23])=[O:20])[CH2:18][CH2:17]3)=[O:11])[C:5]=12.